Dataset: NCI-60 drug combinations with 297,098 pairs across 59 cell lines. Task: Regression. Given two drug SMILES strings and cell line genomic features, predict the synergy score measuring deviation from expected non-interaction effect. (1) Drug 1: CC(C)(C#N)C1=CC(=CC(=C1)CN2C=NC=N2)C(C)(C)C#N. Drug 2: CC=C1C(=O)NC(C(=O)OC2CC(=O)NC(C(=O)NC(CSSCCC=C2)C(=O)N1)C(C)C)C(C)C. Cell line: SN12C. Synergy scores: CSS=20.6, Synergy_ZIP=2.31, Synergy_Bliss=1.14, Synergy_Loewe=-43.8, Synergy_HSA=-2.76. (2) Synergy scores: CSS=41.7, Synergy_ZIP=5.99, Synergy_Bliss=4.02, Synergy_Loewe=0.585, Synergy_HSA=1.59. Cell line: COLO 205. Drug 2: C1=C(C(=O)NC(=O)N1)N(CCCl)CCCl. Drug 1: CNC(=O)C1=CC=CC=C1SC2=CC3=C(C=C2)C(=NN3)C=CC4=CC=CC=N4. (3) Drug 1: CC(C)CN1C=NC2=C1C3=CC=CC=C3N=C2N. Drug 2: C1C(C(OC1N2C=NC3=C2NC=NCC3O)CO)O. Cell line: HS 578T. Synergy scores: CSS=0.103, Synergy_ZIP=-1.08, Synergy_Bliss=-2.47, Synergy_Loewe=-1.30, Synergy_HSA=-2.95. (4) Drug 1: C1=C(C(=O)NC(=O)N1)N(CCCl)CCCl. Drug 2: C1CC(=O)NC(=O)C1N2C(=O)C3=CC=CC=C3C2=O. Cell line: CAKI-1. Synergy scores: CSS=56.6, Synergy_ZIP=8.12, Synergy_Bliss=14.4, Synergy_Loewe=9.44, Synergy_HSA=14.6.